From a dataset of Forward reaction prediction with 1.9M reactions from USPTO patents (1976-2016). Predict the product of the given reaction. Given the reactants N#N.C([Si](C)(C)[O:8][CH:9]([C:11]1[O:12][C:13]([CH2:16][N:17]2[N:21]=[C:20]([NH:22][C:23]([C:25]3[N:26]=[C:27]([CH3:37])[O:28][C:29]=3[C:30]3[CH:35]=[CH:34][CH:33]=[C:32]([F:36])[CH:31]=3)=[O:24])[CH:19]=[N:18]2)=[CH:14][N:15]=1)[CH3:10])(C)(C)C.CCCC[N+](CCCC)(CCCC)CCCC.[F-], predict the reaction product. The product is: [OH:8][CH:9]([C:11]1[O:12][C:13]([CH2:16][N:17]2[N:21]=[C:20]([NH:22][C:23]([C:25]3[N:26]=[C:27]([CH3:37])[O:28][C:29]=3[C:30]3[CH:35]=[CH:34][CH:33]=[C:32]([F:36])[CH:31]=3)=[O:24])[CH:19]=[N:18]2)=[CH:14][N:15]=1)[CH3:10].